This data is from Full USPTO retrosynthesis dataset with 1.9M reactions from patents (1976-2016). The task is: Predict the reactants needed to synthesize the given product. (1) Given the product [C:34]([N:18]1[CH2:17][CH:16]2[CH2:20][C:13]([C:9]3[N:8]=[C:7]4[N:6]([CH3:21])[C:5](=[O:22])[N:4]([CH2:3][C:2]([CH3:24])([CH3:23])[CH3:1])[C:12]4=[CH:11][CH:10]=3)=[CH:14][CH:15]2[CH2:19]1)(=[O:36])[CH3:35], predict the reactants needed to synthesize it. The reactants are: [CH3:1][C:2]([CH3:24])([CH3:23])[CH2:3][N:4]1[C:12]2[C:7](=[N:8][C:9]([C:13]3[CH2:14][CH:15]4[CH2:19][NH:18][CH2:17][CH:16]4[CH:20]=3)=[CH:10][CH:11]=2)[N:6]([CH3:21])[C:5]1=[O:22].CCN(C(C)C)C(C)C.[C:34](Cl)(=[O:36])[CH3:35]. (2) Given the product [F:11][C:12]([F:16])([F:15])[CH2:13][O:14][CH2:2][C:3]1[NH:8][C:7](=[O:9])[NH:6][C:5](=[O:10])[CH:4]=1, predict the reactants needed to synthesize it. The reactants are: Cl[CH2:2][C:3]1[NH:8][C:7](=[O:9])[NH:6][C:5](=[O:10])[CH:4]=1.[F:11][C:12]([F:16])([F:15])[CH2:13][OH:14].C(=O)([O-])[O-].[Cs+].[Cs+]. (3) The reactants are: [Cl:1][C:2]1[N:3]=[C:4]([N:13]2[CH2:18][CH2:17][O:16][CH2:15][CH2:14]2)[C:5]2[S:10][C:9]([CH:11]=O)=[CH:8][C:6]=2[N:7]=1.[CH2:19]1[C:28]2[C:23](=[CH:24][CH:25]=[CH:26][CH:27]=2)[CH2:22][CH2:21][NH:20]1. Given the product [Cl:1][C:2]1[N:3]=[C:4]([N:13]2[CH2:18][CH2:17][O:16][CH2:15][CH2:14]2)[C:5]2[S:10][C:9]([CH2:11][N:20]3[CH2:21][CH2:22][C:23]4[C:28](=[CH:27][CH:26]=[CH:25][CH:24]=4)[CH2:19]3)=[CH:8][C:6]=2[N:7]=1, predict the reactants needed to synthesize it. (4) Given the product [CH2:1]([CH:8]([NH2:16])[CH2:9][C:10]1([CH3:15])[O:14][CH2:13][CH2:12][O:11]1)[C:2]1[CH:7]=[CH:6][CH:5]=[CH:4][CH:3]=1, predict the reactants needed to synthesize it. The reactants are: [CH2:1]([CH:8]([N:16]1C(=O)C2C(=CC=CC=2)C1=O)[CH2:9][C:10]1([CH3:15])[O:14][CH2:13][CH2:12][O:11]1)[C:2]1[CH:7]=[CH:6][CH:5]=[CH:4][CH:3]=1.O.NN.[OH-].[K+]. (5) Given the product [C:48]([OH:55])(=[O:54])/[CH:49]=[CH:50]\[C:51]([OH:53])=[O:52].[F:1][C:2]1[CH:3]=[C:4]([NH:21][C:22]([C:24]2[C:25](=[O:45])[N:26]([C:39]3[CH:40]=[CH:41][CH:42]=[CH:43][CH:44]=3)[N:27]([CH2:30][C@H:31]([O:33][C:34](=[O:38])[C@@H:35]([NH2:37])[CH3:36])[CH3:32])[C:28]=2[CH3:29])=[O:23])[CH:5]=[CH:6][C:7]=1[O:8][C:9]1[C:18]2[C:13](=[CH:14][C:15]([O:19][CH3:20])=[CH:16][CH:17]=2)[N:12]=[CH:11][CH:10]=1, predict the reactants needed to synthesize it. The reactants are: [F:1][C:2]1[CH:3]=[C:4]([NH:21][C:22]([C:24]2[C:25](=[O:45])[N:26]([C:39]3[CH:44]=[CH:43][CH:42]=[CH:41][CH:40]=3)[N:27]([CH2:30][C@H:31]([O:33][C:34](=[O:38])[C@@H:35]([NH2:37])[CH3:36])[CH3:32])[C:28]=2[CH3:29])=[O:23])[CH:5]=[CH:6][C:7]=1[O:8][C:9]1[C:18]2[C:13](=[CH:14][C:15]([O:19][CH3:20])=[CH:16][CH:17]=2)[N:12]=[CH:11][CH:10]=1.CO.[C:48]([OH:55])(=[O:54])/[CH:49]=[CH:50]\[C:51]([OH:53])=[O:52]. (6) Given the product [CH:5]([O:4][C:2]([N:33]1[CH2:32][CH2:31][CH:30]([N:11]([CH:8]2[CH2:10][CH2:9]2)[C:12]([C:13]2[CH:14]=[N:15][C:16]([C:19]3[CH:24]=[CH:23][C:22]([S:25]([CH3:28])(=[O:26])=[O:27])=[CH:21][CH:20]=3)=[CH:17][CH:18]=2)=[O:29])[CH2:35][CH2:34]1)=[O:3])([CH3:7])[CH3:6], predict the reactants needed to synthesize it. The reactants are: Cl[C:2]([O:4][CH:5]([CH3:7])[CH3:6])=[O:3].[CH:8]1([N:11]([CH:30]2[CH2:35][CH2:34][NH:33][CH2:32][CH2:31]2)[C:12](=[O:29])[C:13]2[CH:18]=[CH:17][C:16]([C:19]3[CH:24]=[CH:23][C:22]([S:25]([CH3:28])(=[O:27])=[O:26])=[CH:21][CH:20]=3)=[N:15][CH:14]=2)[CH2:10][CH2:9]1.C(N(C(C)C)C(C)C)C. (7) The reactants are: [Br:1]C(C1C=CC=CC=1Cl)C(O)=O.[F:13][C:14]1[CH:19]=[CH:18][CH:17]=[C:16]([F:20])[C:15]=1[CH2:21][C:22]([OH:24])=[O:23]. Given the product [Br:1][CH:21]([C:15]1[C:14]([F:13])=[CH:19][CH:18]=[CH:17][C:16]=1[F:20])[C:22]([OH:24])=[O:23], predict the reactants needed to synthesize it.